From a dataset of Catalyst prediction with 721,799 reactions and 888 catalyst types from USPTO. Predict which catalyst facilitates the given reaction. (1) Reactant: [CH2:1]([O:8][C:9]1[C:10]([C:28](O)=[O:29])=[N:11][C:12]([CH2:16][C:17]2([C:22]3[CH:27]=[CH:26][CH:25]=[CH:24][CH:23]=3)[CH2:21][CH2:20][CH2:19][CH2:18]2)=[N:13][C:14]=1[OH:15])[C:2]1[CH:7]=[CH:6][CH:5]=[CH:4][CH:3]=1.[Si:31]([O:38][CH2:39][CH2:40][NH:41][CH:42]1[CH2:44][CH2:43]1)([C:34]([CH3:37])([CH3:36])[CH3:35])([CH3:33])[CH3:32].C(N(CC)C(C)C)(C)C.CN(C(ON1N=NC2C=CC=NC1=2)=[N+](C)C)C.F[P-](F)(F)(F)(F)F. Product: [Si:31]([O:38][CH2:39][CH2:40][N:41]([CH:42]1[CH2:43][CH2:44]1)[C:28]([C:10]1[C:9]([O:8][CH2:1][C:2]2[CH:7]=[CH:6][CH:5]=[CH:4][CH:3]=2)=[C:14]([OH:15])[N:13]=[C:12]([CH2:16][C:17]2([C:22]3[CH:23]=[CH:24][CH:25]=[CH:26][CH:27]=3)[CH2:18][CH2:19][CH2:20][CH2:21]2)[N:11]=1)=[O:29])([C:34]([CH3:37])([CH3:36])[CH3:35])([CH3:33])[CH3:32]. The catalyst class is: 35. (2) Reactant: O=[C:2]1[CH2:7][CH2:6][N:5](C(OCC2C=CC=CC=2)=O)[CH2:4][CH2:3]1.[C:18]1([CH3:26])[CH:23]=[CH:22][CH:21]=[C:20]([NH:24]N)[CH:19]=1. Product: [CH3:26][C:18]1[CH:23]=[CH:22][C:21]2[C:3]3[CH2:4][NH:5][CH2:6][CH2:7][C:2]=3[NH:24][C:20]=2[CH:19]=1. The catalyst class is: 17. (3) Reactant: [OH:1][C:2]1[C:3]([C:18](=O)[CH3:19])=[N:4][N:5]([CH3:17])[C:6]=1[C:7]1[CH:12]=[CH:11][CH:10]=[C:9]([C:13]([F:16])([F:15])[F:14])[CH:8]=1.[NH:21]([C:23]([NH:25][C:26]1[CH:34]=[CH:33][C:29]([C:30]([OH:32])=[O:31])=[CH:28][CH:27]=1)=[S:24])[NH2:22].CN(C)C=O. Product: [OH:1][C:2]1[C:3]([C:18](=[N:22][NH:21][C:23]([NH:25][C:26]2[CH:34]=[CH:33][C:29]([C:30]([OH:32])=[O:31])=[CH:28][CH:27]=2)=[S:24])[CH3:19])=[N:4][N:5]([CH3:17])[C:6]=1[C:7]1[CH:12]=[CH:11][CH:10]=[C:9]([C:13]([F:16])([F:15])[F:14])[CH:8]=1. The catalyst class is: 126. (4) Reactant: I[C:2]1[C:10]2[C:5](=[N:6][CH:7]=[N:8][C:9]=2[NH2:11])[NH:4][N:3]=1.[F:12][C:13]1[CH:18]=[CH:17][C:16](B(O)O)=[C:15]([O:22][CH3:23])[CH:14]=1.C(=O)([O-])[O-].[Na+].[Na+].ClCCl. Product: [F:12][C:13]1[CH:18]=[CH:17][C:16]([C:2]2[C:10]3[C:5](=[N:6][CH:7]=[N:8][C:9]=3[NH2:11])[NH:4][N:3]=2)=[C:15]([O:22][CH3:23])[CH:14]=1. The catalyst class is: 615. (5) Reactant: [N:1]1([C:12]([O:14][C:15]([CH3:18])([CH3:17])[CH3:16])=[O:13])[CH2:6][CH2:5][CH:4]([C:7]([O:9][CH2:10][CH3:11])=[O:8])[CH2:3][CH2:2]1.C[Si]([N-][Si](C)(C)C)(C)C.[Na+].Br[CH2:30][CH2:31][O:32][C:33]1[CH:38]=[CH:37][CH:36]=[CH:35][CH:34]=1. Product: [O:32]([CH2:31][CH2:30][C:4]1([C:7]([O:9][CH2:10][CH3:11])=[O:8])[CH2:3][CH2:2][N:1]([C:12]([O:14][C:15]([CH3:17])([CH3:16])[CH3:18])=[O:13])[CH2:6][CH2:5]1)[C:33]1[CH:38]=[CH:37][CH:36]=[CH:35][CH:34]=1. The catalyst class is: 1. (6) Reactant: P(Cl)(Cl)([Cl:3])=O.[Cl:6][C:7]1[C:12]([Cl:13])=[C:11]([C:14]2[N:19]=[C:18](S)[N:17]([CH3:21])[C:16](=[O:22])[CH:15]=2)[CH:10]=[CH:9][N:8]=1. Product: [Cl:3][C:18]1[N:17]([CH3:21])[C:16](=[O:22])[CH:15]=[C:14]([C:11]2[CH:10]=[CH:9][N:8]=[C:7]([Cl:6])[C:12]=2[Cl:13])[N:19]=1. The catalyst class is: 9. (7) Reactant: [Cl:1][C:2]1[C:3]([F:22])=[C:4]([NH:8][C:9]2[C:18]3[C:13](=[CH:14][C:15]([O:20][CH3:21])=[C:16]([OH:19])[CH:17]=3)[N:12]=[CH:11][N:10]=2)[CH:5]=[CH:6][CH:7]=1.C1(P(C2C=CC=CC=2)C2C=CC=CC=2)C=CC=CC=1.[CH3:42][O:43][C:44]([C@@H:46]1[CH2:51][C@H:50](O)[CH2:49][CH2:48][N:47]1[C:53]([O:55][C:56]([CH3:59])([CH3:58])[CH3:57])=[O:54])=[O:45]. Product: [Cl:1][C:2]1[C:3]([F:22])=[C:4]([NH:8][C:9]2[C:18]3[C:13](=[CH:14][C:15]([O:20][CH3:21])=[C:16]([O:19][C@H:50]4[CH2:49][CH2:48][N:47]([C:53]([O:55][C:56]([CH3:57])([CH3:58])[CH3:59])=[O:54])[C@H:46]([C:44]([O:43][CH3:42])=[O:45])[CH2:51]4)[CH:17]=3)[N:12]=[CH:11][N:10]=2)[CH:5]=[CH:6][CH:7]=1. The catalyst class is: 2. (8) Reactant: [Cl:1][C:2]1[CH:7]=[CH:6][C:5]([B:8]([OH:10])[OH:9])=[C:4]([CH3:11])[CH:3]=1.O[C:13]([C:16](O)([CH3:18])[CH3:17])([CH3:15])[CH3:14].[O-]S([O-])(=O)=O.[Mg+2]. Product: [Cl:1][C:2]1[CH:7]=[CH:6][C:5]([B:8]2[O:10][C:16]([CH3:18])([CH3:17])[C:13]([CH3:15])([CH3:14])[O:9]2)=[C:4]([CH3:11])[CH:3]=1. The catalyst class is: 27.